Dataset: Forward reaction prediction with 1.9M reactions from USPTO patents (1976-2016). Task: Predict the product of the given reaction. (1) Given the reactants Cl[C:2]1[N:7]2[N:8]=[C:9](C)[CH:10]=[C:6]2[N:5]=[C:4]([NH:12][C:13](=[O:24])[C:14]2[CH:19]=[CH:18][C:17]([C:20]([OH:23])([CH3:22])[CH3:21])=[CH:16][CH:15]=2)[CH:3]=1.[NH:25]1[CH2:29][CH2:28][C@H:27]([NH:30][C:31](=[O:33])[CH3:32])[CH2:26]1, predict the reaction product. The product is: [C:31]([NH:30][C@H:27]1[CH2:28][CH2:29][N:25]([C:2]2[N:7]3[N:8]=[CH:9][CH:10]=[C:6]3[N:5]=[C:4]([NH:12][C:13](=[O:24])[C:14]3[CH:19]=[CH:18][C:17]([C:20]([OH:23])([CH3:21])[CH3:22])=[CH:16][CH:15]=3)[CH:3]=2)[CH2:26]1)(=[O:33])[CH3:32]. (2) Given the reactants [NH:1](/[C:8](/[NH:21][CH:22]([CH3:24])[CH3:23])=[CH:9]\[C:10]([C:12]1[C:13](Cl)=[N:14][C:15]([Cl:19])=[C:16]([F:18])[CH:17]=1)=[O:11])[C:2]1[CH:7]=[CH:6][CH:5]=[CH:4][CH:3]=1.[H-].[Na+], predict the reaction product. The product is: [Cl:19][C:15]1[N:14]=[C:13]2[C:12]([C:10](=[O:11])[CH:9]=[C:8]([NH:21][CH:22]([CH3:24])[CH3:23])[N:1]2[C:2]2[CH:7]=[CH:6][CH:5]=[CH:4][CH:3]=2)=[CH:17][C:16]=1[F:18]. (3) Given the reactants [CH3:1][O:2][C:3]1[N:4]=[C:5]2[C:10](=[CH:11][CH:12]=1)[N:9]=[CH:8][CH:7]=[C:6]2[N:13]1[CH2:18][CH2:17][N:16]([CH2:19][CH2:20][N:21]2C(=O)C3C(=CC=CC=3)C2=O)[C:15](=[O:32])[CH2:14]1.O.NN, predict the reaction product. The product is: [NH2:21][CH2:20][CH2:19][N:16]1[CH2:17][CH2:18][N:13]([C:6]2[C:5]3[C:10](=[CH:11][CH:12]=[C:3]([O:2][CH3:1])[N:4]=3)[N:9]=[CH:8][CH:7]=2)[CH2:14][C:15]1=[O:32]. (4) The product is: [CH3:14][NH:15][C:2]1[CH:10]=[CH:9][C:5]([C:6]([OH:8])=[O:7])=[CH:4][C:3]=1[N+:11]([O-:13])=[O:12]. Given the reactants Cl[C:2]1[CH:10]=[CH:9][C:5]([C:6]([OH:8])=[O:7])=[CH:4][C:3]=1[N+:11]([O-:13])=[O:12].[CH3:14][NH2:15].S(=O)(=O)(O)O, predict the reaction product. (5) Given the reactants O1CCOCC1.[ClH:7].[F:8][C:9]1[CH:62]=[CH:61][CH:60]=[C:59]([F:63])[C:10]=1[CH2:11][O:12][C:13]([C:22]1[CH:27]=[CH:26][C:25]([C@:28]2([S:49]([C:52]3[CH:57]=[CH:56][C:55]([F:58])=[CH:54][CH:53]=3)(=[O:51])=[O:50])[CH2:32][CH2:31][N:30]([C:33]([C:35]3([OH:48])[CH2:40][CH2:39][N:38](C(OC(C)(C)C)=O)[CH2:37][CH2:36]3)=[O:34])[CH2:29]2)=[CH:24][CH:23]=1)([C:18]([F:21])([F:20])[F:19])[C:14]([F:17])([F:16])[F:15], predict the reaction product. The product is: [ClH:7].[F:63][C:59]1[CH:60]=[CH:61][CH:62]=[C:9]([F:8])[C:10]=1[CH2:11][O:12][C:13]([C:22]1[CH:23]=[CH:24][C:25]([C@:28]2([S:49]([C:52]3[CH:53]=[CH:54][C:55]([F:58])=[CH:56][CH:57]=3)(=[O:51])=[O:50])[CH2:32][CH2:31][N:30]([C:33]([C:35]3([OH:48])[CH2:40][CH2:39][NH:38][CH2:37][CH2:36]3)=[O:34])[CH2:29]2)=[CH:26][CH:27]=1)([C:14]([F:16])([F:15])[F:17])[C:18]([F:21])([F:20])[F:19]. (6) Given the reactants CC[O-].[Na+].[C:5]([O:13][CH2:14][CH3:15])(=[O:12])[CH2:6][C:7]([O:9]CC)=O.[NH2:16][C:17]1[N:21]([CH:22]([CH3:24])[CH3:23])[N:20]=[CH:19][C:18]=1[C:25](OCC)=[O:26], predict the reaction product. The product is: [OH:26][C:25]1[C:18]2[CH:19]=[N:20][N:21]([CH:22]([CH3:24])[CH3:23])[C:17]=2[NH:16][C:7](=[O:9])[C:6]=1[C:5]([O:13][CH2:14][CH3:15])=[O:12]. (7) Given the reactants C([SiH](CC)CC)C.[CH2:8]([O:15][CH2:16][CH2:17][CH2:18][CH2:19][CH2:20][C@H:21]1[C@@H:37]2[C@H:29]([CH2:30][CH2:31][C@@:32]3([CH3:39])[C@H:36]2[CH2:35][CH2:34][C@@H:33]3[OH:38])[C:28]2[CH:27]=[CH:26][C:25]([OH:40])=[CH:24][C:23]=2[C:22]1=O)[C:9]1[CH:14]=[CH:13][CH:12]=[CH:11][CH:10]=1.C(O)(C(F)(F)F)=O.[OH-].[Na+], predict the reaction product. The product is: [CH2:8]([O:15][CH2:16][CH2:17][CH2:18][CH2:19][CH2:20][C@H:21]1[C@@H:37]2[C@H:29]([CH2:30][CH2:31][C@@:32]3([CH3:39])[C@H:36]2[CH2:35][CH2:34][C@@H:33]3[OH:38])[C:28]2[CH:27]=[CH:26][C:25]([OH:40])=[CH:24][C:23]=2[CH2:22]1)[C:9]1[CH:10]=[CH:11][CH:12]=[CH:13][CH:14]=1. (8) Given the reactants [C:1]([C@@H:4]([C:26]1[CH:31]=[CH:30][CH:29]=[CH:28][CH:27]=1)[N:5]([C@H:14]1[C:22]2[C:17](=[C:18]([F:25])[CH:19]=[C:20]([CH:23]=[CH2:24])[CH:21]=2)[CH2:16][CH2:15]1)[C:6](=[O:13])[C:7]1[CH:12]=[CH:11][CH:10]=[CH:9][CH:8]=1)(=[O:3])[NH2:2], predict the reaction product. The product is: [C:1]([C@@H:4]([C:26]1[CH:31]=[CH:30][CH:29]=[CH:28][CH:27]=1)[N:5]([C@H:14]1[C:22]2[C:17](=[C:18]([F:25])[CH:19]=[C:20]([CH2:23][CH3:24])[CH:21]=2)[CH2:16][CH2:15]1)[C:6](=[O:13])[C:7]1[CH:8]=[CH:9][CH:10]=[CH:11][CH:12]=1)(=[O:3])[NH2:2]. (9) Given the reactants [CH3:1][O:2][C:3]1[CH:4]=[C:5]([C:9]([CH3:16])([CH3:15])[C:10]([O:12]CC)=[O:11])[CH:6]=[CH:7][CH:8]=1.[OH-].[Na+], predict the reaction product. The product is: [CH3:1][O:2][C:3]1[CH:4]=[C:5]([C:9]([CH3:16])([CH3:15])[C:10]([OH:12])=[O:11])[CH:6]=[CH:7][CH:8]=1.